Predict which catalyst facilitates the given reaction. From a dataset of Catalyst prediction with 721,799 reactions and 888 catalyst types from USPTO. (1) Reactant: [CH3:1][C:2]1[C:7]([CH2:8][N:9]2[CH:14]=[CH:13][C:12]([O:15][CH2:16][CH2:17][C:18]3[S:19][CH:20]=[CH:21][CH:22]=3)=[CH:11][C:10]2=[O:23])=[CH:6][CH:5]=[CH:4][C:3]=1[NH:24][CH2:25][C:26](O)=[O:27].CN(C(O[N:37]1N=NC2C=[CH:41][CH:42]=[CH:43][C:38]1=2)=[N+](C)C)C.[B-](F)(F)(F)F.N1CCCC1.C(N(CC)CC)C. Product: [CH3:1][C:2]1[C:3]([NH:24][CH2:25][C:26](=[O:27])[N:37]2[CH2:38][CH2:43][CH2:42][CH2:41]2)=[CH:4][CH:5]=[CH:6][C:7]=1[CH2:8][N:9]1[CH:14]=[CH:13][C:12]([O:15][CH2:16][CH2:17][C:18]2[S:19][CH:20]=[CH:21][CH:22]=2)=[CH:11][C:10]1=[O:23]. The catalyst class is: 9. (2) Reactant: [Br:1][C:2]1[C:11]2[C:6](=[N:7][CH:8]=C(C)[N:10]=2)[CH:5]=[N:4][CH:3]=1.[Se](=O)=O.CC(=CC)C.Cl([O-])=O.[Na+].P([O-])(O)(O)=[O:26].[Na+].[O:31]1[CH2:36][CH2:35]OCC1. Product: [Br:1][C:2]1[C:11]2[C:6](=[N:7][CH:8]=[C:35]([C:36]([OH:31])=[O:26])[N:10]=2)[CH:5]=[N:4][CH:3]=1. The catalyst class is: 878. (3) Reactant: [CH2:1]([NH:8][C@@H:9]([CH2:12][C:13]1[CH:18]=[CH:17][C:16]([O:19][CH2:20][C:21]2[CH:26]=[CH:25][CH:24]=[CH:23][CH:22]=2)=[C:15]([N+:27]([O-:29])=[O:28])[CH:14]=1)[CH2:10][OH:11])[C:2]1[CH:7]=[CH:6][CH:5]=[CH:4][CH:3]=1.[O:30]1[C@H:32]([CH2:33][O:34][C:35]2[CH:40]=[CH:39][CH:38]=[CH:37][CH:36]=2)[CH2:31]1. Product: [O:34]([CH2:33][C@@H:32]([OH:30])[CH2:31][N:8]([CH2:1][C:2]1[CH:3]=[CH:4][CH:5]=[CH:6][CH:7]=1)[C@@H:9]([CH2:12][C:13]1[CH:18]=[CH:17][C:16]([O:19][CH2:20][C:21]2[CH:22]=[CH:23][CH:24]=[CH:25][CH:26]=2)=[C:15]([N+:27]([O-:29])=[O:28])[CH:14]=1)[CH2:10][OH:11])[C:35]1[CH:40]=[CH:39][CH:38]=[CH:37][CH:36]=1. The catalyst class is: 8. (4) Reactant: CC(OI1(OC(C)=O)(OC(C)=O)OC(=O)C2C=CC=CC1=2)=O.[CH3:23][N:24]([CH3:47])[C:25]1[CH:34]=[C:33]2[C:28]([CH:29]=[C:30]3[CH2:45][CH2:44][C:43](=[O:46])[C:31]3=[C:32]2[C:35]2[CH:40]=[CH:39][C:38]([CH2:41][OH:42])=[CH:37][CH:36]=2)=[CH:27][CH:26]=1. Product: [CH3:23][N:24]([CH3:47])[C:25]1[CH:34]=[C:33]2[C:28](=[CH:27][CH:26]=1)[CH:29]=[C:30]1[CH2:45][CH2:44][C:43](=[O:46])[C:31]1=[C:32]2[C:35]1[CH:36]=[CH:37][C:38]([CH:41]=[O:42])=[CH:39][CH:40]=1. The catalyst class is: 2.